From a dataset of Reaction yield outcomes from USPTO patents with 853,638 reactions. Predict the reaction yield, written as a fraction of the theoretical maximum amount of product (1.0 means a 100% yield; for example, 0.34 means a 34% yield). (1) The reactants are [CH:1]12[CH2:10][C:5]3([C:11](OC)=[O:12])[CH2:6][CH:7]([CH2:9][CH:3]([CH2:4]3)[N:2]1[C:15]([O:17][C:18]([CH3:21])([CH3:20])[CH3:19])=[O:16])[CH2:8]2.[H-].[H-].[H-].[H-].[Li+].[Al+3]. The catalyst is C1COCC1. The product is [OH:12][CH2:11][C:5]12[CH2:4][CH:3]3[CH2:9][CH:7]([CH2:8][CH:1]([N:2]3[C:15]([O:17][C:18]([CH3:21])([CH3:20])[CH3:19])=[O:16])[CH2:10]1)[CH2:6]2. The yield is 0.880. (2) The reactants are FC1C=C(CN)C=NC=1.[CH3:10][N:11]1[CH:15]=[CH:14][C:13]([CH2:16][NH2:17])=[N:12]1.[CH2:18]([N:22]1[CH2:26][CH2:25][N:24]([C:27]2[S:28][C:29]([C:33](O)=[O:34])=[C:30]([CH3:32])[N:31]=2)[C:23]1=[O:36])[CH:19]([CH3:21])[CH3:20]. No catalyst specified. The product is [CH2:18]([N:22]1[CH2:26][CH2:25][N:24]([C:27]2[S:28][C:29]([C:33]([NH:17][CH2:16][C:13]3[CH:14]=[CH:15][N:11]([CH3:10])[N:12]=3)=[O:34])=[C:30]([CH3:32])[N:31]=2)[C:23]1=[O:36])[CH:19]([CH3:21])[CH3:20]. The yield is 0.580. (3) The yield is 0.990. The catalyst is ClCCl. The reactants are [Br:1][C:2]1[CH:8]=[C:7]([CH3:9])[C:6]([O:10][CH3:11])=[CH:5][C:3]=1[NH2:4].[OH-].[K+].[C:14](Cl)(=[O:18])[CH:15]([CH3:17])[CH3:16]. The product is [Br:1][C:2]1[CH:8]=[C:7]([CH3:9])[C:6]([O:10][CH3:11])=[CH:5][C:3]=1[NH:4][C:14](=[O:18])[CH:15]([CH3:17])[CH3:16]. (4) The reactants are [Br:1][C:2]1[CH:7]=[CH:6][C:5]([NH:8][C:9]2[C:10]([C:19]([NH:21][O:22][CH2:23][CH2:24][O:25]C=C)=[O:20])=[CH:11][C:12]3[O:16][CH:15]=[N:14][C:13]=3[C:17]=2[F:18])=[C:4]([Cl:28])[CH:3]=1.Cl. The catalyst is C(Cl)Cl. The product is [Br:1][C:2]1[CH:7]=[CH:6][C:5]([NH:8][C:9]2[C:10]([C:19]([NH:21][O:22][CH2:23][CH2:24][OH:25])=[O:20])=[CH:11][C:12]3[O:16][CH:15]=[N:14][C:13]=3[C:17]=2[F:18])=[C:4]([Cl:28])[CH:3]=1. The yield is 0.650. (5) The reactants are Br[C:2]1[CH:3]=[CH:4][C:5]([F:9])=[C:6]([CH3:8])[CH:7]=1.[Li]CCCC.[B:15](OC(C)C)([O:20]C(C)C)[O:16]C(C)C. The catalyst is C1COCC1. The product is [F:9][C:5]1[CH:4]=[CH:3][C:2]([B:15]([OH:20])[OH:16])=[CH:7][C:6]=1[CH3:8]. The yield is 0.840. (6) The reactants are C(N(CC)CC)C.I[C:9]1[CH:14]=[CH:13][C:12]([N+:15]([O-:17])=[O:16])=[CH:11][C:10]=1[O:18][CH3:19].[C:20]1([C:26]#[CH:27])[CH:25]=[CH:24][CH:23]=[CH:22][CH:21]=1. The catalyst is O1CCCC1.C1C=CC(P(C2C=CC=CC=2)C2C=CC=CC=2)=CC=1.C1C=CC(P(C2C=CC=CC=2)C2C=CC=CC=2)=CC=1.Cl[Pd]Cl.[Cu](I)I. The product is [CH3:19][O:18][C:10]1[CH:11]=[C:12]([N+:15]([O-:17])=[O:16])[CH:13]=[CH:14][C:9]=1[C:27]#[C:26][C:20]1[CH:25]=[CH:24][CH:23]=[CH:22][CH:21]=1. The yield is 0.980. (7) The product is [S:15](=[O:17])(=[O:16])([O:11][C@H:8]1[CH2:7][CH2:6][C@@H:5]([C:1]([CH3:4])([CH3:2])[CH3:3])[CH2:10][CH2:9]1)[NH2:18]. The reactants are [C:1]([C@@H:5]1[CH2:10][CH2:9][C@H:8]([OH:11])[CH2:7][CH2:6]1)([CH3:4])([CH3:3])[CH3:2].[H-].[Na+].Cl[S:15]([N:18]=C=O)(=[O:17])=[O:16].C(O)=O. The yield is 0.770. The catalyst is CC#N.CN(C=O)C. (8) The yield is 0.750. The reactants are [S:1]1[C:5]([C:6](Cl)=O)=[CH:4][C:3]2[CH2:9][CH2:10][CH2:11][C:2]1=2.C(N(CC)CC)C.[CH2:19]([O:21][CH:22]([O:25][CH2:26][CH3:27])[C:23]#[CH:24])[CH3:20].[CH3:28][NH:29][NH2:30]. The product is [S:1]1[C:5]([C:6]2[CH:24]=[C:23]([CH:22]([O:25][CH2:26][CH3:27])[O:21][CH2:19][CH3:20])[N:29]([CH3:28])[N:30]=2)=[CH:4][C:3]2[CH2:9][CH2:10][CH2:11][C:2]1=2. The catalyst is O1CCOCC1.C(O)C.Cl[Pd](Cl)([P](C1C=CC=CC=1)(C1C=CC=CC=1)C1C=CC=CC=1)[P](C1C=CC=CC=1)(C1C=CC=CC=1)C1C=CC=CC=1.[Cu](I)I. (9) The reactants are [Cl:1][C:2]1[CH:10]=[C:9]2[C:5]([C:6]([C:11](=[O:16])[C:12]([F:15])([F:14])[F:13])=[CH:7][NH:8]2)=[CH:4][CH:3]=1.[H-].[Na+].[CH3:19][N:20]([CH2:22][C:23](Cl)=O)[CH3:21].CN(C=[O:30])C. No catalyst specified. The product is [Cl:1][C:2]1[CH:10]=[C:9]2[C:5]([C:6]([C:11](=[O:16])[C:12]([F:13])([F:14])[F:15])=[CH:7][N:8]2[CH2:23][C:22]([N:20]([CH3:21])[CH3:19])=[O:30])=[CH:4][CH:3]=1. The yield is 0.610.